This data is from TCR-epitope binding with 47,182 pairs between 192 epitopes and 23,139 TCRs. The task is: Binary Classification. Given a T-cell receptor sequence (or CDR3 region) and an epitope sequence, predict whether binding occurs between them. (1) The epitope is TFYLTNDVSFL. The TCR CDR3 sequence is CASSPGTENGELFF. Result: 0 (the TCR does not bind to the epitope). (2) The epitope is GTSGSPIVNR. The TCR CDR3 sequence is CASSQGTLVNYGYTF. Result: 0 (the TCR does not bind to the epitope). (3) The epitope is RTLNAWVKV. The TCR CDR3 sequence is CSARDFDLTGELFF. Result: 1 (the TCR binds to the epitope). (4) The epitope is YLNTLTLAV. The TCR CDR3 sequence is CASSQDLLHEQYF. Result: 1 (the TCR binds to the epitope). (5) The epitope is FIAGLIAIV. The TCR CDR3 sequence is CSVARQDINEQFF. Result: 1 (the TCR binds to the epitope). (6) The epitope is RLQSLQTYV. The TCR CDR3 sequence is CASSFPGRSSYEQYF. Result: 0 (the TCR does not bind to the epitope). (7) Result: 1 (the TCR binds to the epitope). The epitope is VLQAVGACV. The TCR CDR3 sequence is CASSLPGQNEQYF. (8) The epitope is AVFDRKSDAK. The TCR CDR3 sequence is CATSTGDSNQPQHF. Result: 1 (the TCR binds to the epitope).